Task: Regression. Given a peptide amino acid sequence and an MHC pseudo amino acid sequence, predict their binding affinity value. This is MHC class I binding data.. Dataset: Peptide-MHC class I binding affinity with 185,985 pairs from IEDB/IMGT The peptide sequence is TKDAERGKL. The MHC is HLA-B40:01 with pseudo-sequence HLA-B40:01. The binding affinity (normalized) is 0.0847.